Regression. Given two drug SMILES strings and cell line genomic features, predict the synergy score measuring deviation from expected non-interaction effect. From a dataset of NCI-60 drug combinations with 297,098 pairs across 59 cell lines. (1) Drug 1: CC1=CC2C(CCC3(C2CCC3(C(=O)C)OC(=O)C)C)C4(C1=CC(=O)CC4)C. Drug 2: CN(CC1=CN=C2C(=N1)C(=NC(=N2)N)N)C3=CC=C(C=C3)C(=O)NC(CCC(=O)O)C(=O)O. Cell line: LOX IMVI. Synergy scores: CSS=47.7, Synergy_ZIP=0.749, Synergy_Bliss=-1.94, Synergy_Loewe=-36.3, Synergy_HSA=-1.10. (2) Drug 1: C1=C(C(=O)NC(=O)N1)N(CCCl)CCCl. Drug 2: C1C(C(OC1N2C=C(C(=O)NC2=O)F)CO)O. Cell line: A498. Synergy scores: CSS=24.6, Synergy_ZIP=-8.92, Synergy_Bliss=-9.26, Synergy_Loewe=-4.67, Synergy_HSA=-2.88. (3) Drug 1: C1CCN(CC1)CCOC2=CC=C(C=C2)C(=O)C3=C(SC4=C3C=CC(=C4)O)C5=CC=C(C=C5)O. Drug 2: C(CC(=O)O)C(=O)CN.Cl. Cell line: 786-0. Synergy scores: CSS=19.8, Synergy_ZIP=-2.94, Synergy_Bliss=-0.730, Synergy_Loewe=-0.802, Synergy_HSA=-1.30. (4) Drug 1: CC(CN1CC(=O)NC(=O)C1)N2CC(=O)NC(=O)C2. Drug 2: CC1C(C(=O)NC(C(=O)N2CCCC2C(=O)N(CC(=O)N(C(C(=O)O1)C(C)C)C)C)C(C)C)NC(=O)C3=C4C(=C(C=C3)C)OC5=C(C(=O)C(=C(C5=N4)C(=O)NC6C(OC(=O)C(N(C(=O)CN(C(=O)C7CCCN7C(=O)C(NC6=O)C(C)C)C)C)C(C)C)C)N)C. Cell line: MCF7. Synergy scores: CSS=16.3, Synergy_ZIP=-6.28, Synergy_Bliss=5.39, Synergy_Loewe=5.31, Synergy_HSA=5.04. (5) Drug 1: CS(=O)(=O)C1=CC(=C(C=C1)C(=O)NC2=CC(=C(C=C2)Cl)C3=CC=CC=N3)Cl. Drug 2: CC12CCC3C(C1CCC2=O)CC(=C)C4=CC(=O)C=CC34C. Cell line: MDA-MB-435. Synergy scores: CSS=27.7, Synergy_ZIP=3.91, Synergy_Bliss=6.40, Synergy_Loewe=-23.1, Synergy_HSA=0.605. (6) Drug 1: CN(C)N=NC1=C(NC=N1)C(=O)N. Drug 2: CN1C(=O)N2C=NC(=C2N=N1)C(=O)N. Cell line: HL-60(TB). Synergy scores: CSS=4.66, Synergy_ZIP=0.427, Synergy_Bliss=-0.133, Synergy_Loewe=-11.6, Synergy_HSA=-5.67.